From a dataset of Full USPTO retrosynthesis dataset with 1.9M reactions from patents (1976-2016). Predict the reactants needed to synthesize the given product. (1) The reactants are: [CH3:1][C:2]1[N:7]=[C:6]2[S:8][C:9]3[CH2:14][CH2:13][CH2:12][CH2:11][C:10]=3[C:5]2=[C:4]([C:15]2[CH:20]=[CH:19][C:18]([CH3:21])=[CH:17][CH:16]=2)[C:3]=1[CH:22]([CH2:27][CH2:28][CH3:29])[C:23]([O:25]C)=[O:24].[OH-].[Na+]. Given the product [CH3:1][C:2]1[N:7]=[C:6]2[S:8][C:9]3[CH2:14][CH2:13][CH2:12][CH2:11][C:10]=3[C:5]2=[C:4]([C:15]2[CH:16]=[CH:17][C:18]([CH3:21])=[CH:19][CH:20]=2)[C:3]=1[CH:22]([CH2:27][CH2:28][CH3:29])[C:23]([OH:25])=[O:24], predict the reactants needed to synthesize it. (2) The reactants are: [Cl:1][C:2]1[CH:3]=[C:4]([C:8]2[N:16]=[C:15](/[C:17](=[N:19]/[OH:20])/[NH2:18])[N:14]=[C:13]3[C:9]=2[N:10]([CH2:27][C@H:28]2[CH2:33][CH2:32][C@H:31]([CH3:34])[CH2:30][CH2:29]2)[C:11]([N:21]2[CH2:26][CH2:25][O:24][CH2:23][CH2:22]2)=[N:12]3)[CH:5]=[CH:6][CH:7]=1.[C:35](N1C=CN=C1)(N1C=CN=C1)=[O:36].C1CCN2C(=NCCC2)CC1. Given the product [Cl:1][C:2]1[CH:3]=[C:4]([C:8]2[N:16]=[C:15]([C:17]3[NH:18][C:35](=[O:36])[O:20][N:19]=3)[N:14]=[C:13]3[C:9]=2[N:10]([CH2:27][C@H:28]2[CH2:33][CH2:32][C@H:31]([CH3:34])[CH2:30][CH2:29]2)[C:11]([N:21]2[CH2:26][CH2:25][O:24][CH2:23][CH2:22]2)=[N:12]3)[CH:5]=[CH:6][CH:7]=1, predict the reactants needed to synthesize it. (3) Given the product [CH3:19][C:18]1[S:21][CH:2]2[CH2:6][N:5]([S:7]([C:10]3[CH:15]=[CH:14][C:13]([CH3:16])=[CH:12][CH:11]=3)(=[O:9])=[O:8])[CH2:4][C:3]2([OH:17])[N:20]=1, predict the reactants needed to synthesize it. The reactants are: Br[CH:2]1[CH2:6][N:5]([S:7]([C:10]2[CH:15]=[CH:14][C:13]([CH3:16])=[CH:12][CH:11]=2)(=[O:9])=[O:8])[CH2:4][C:3]1=[O:17].[C:18](=[S:21])([NH2:20])[CH3:19].